From a dataset of Full USPTO retrosynthesis dataset with 1.9M reactions from patents (1976-2016). Predict the reactants needed to synthesize the given product. (1) Given the product [Cl:1][C:2]1[CH:7]=[CH:6][C:5]([C:8]#[C:9][CH2:10][CH2:11][CH2:12][C:13]2([S:20]([C:23]3[CH:24]=[CH:25][C:26]([O:29][CH3:30])=[CH:27][CH:28]=3)(=[O:22])=[O:21])[S:17][C:16](=[O:18])[N:15]([CH3:33])[C:14]2=[O:19])=[CH:4][CH:3]=1, predict the reactants needed to synthesize it. The reactants are: [Cl:1][C:2]1[CH:7]=[CH:6][C:5]([C:8]#[C:9][CH2:10][CH2:11][CH2:12][C:13]2([S:20]([C:23]3[CH:28]=[CH:27][C:26]([O:29][CH3:30])=[CH:25][CH:24]=3)(=[O:22])=[O:21])[S:17][C:16](=[O:18])[NH:15][C:14]2=[O:19])=[CH:4][CH:3]=1.[H-].[Na+].[CH3:33]I. (2) Given the product [Br:15][C:16]1[CH:17]=[CH:18][C:19]([C:22]([N:5]2[CH2:6][CH2:7][N:2]([CH3:1])[CH2:3][CH2:4]2)=[O:23])=[N:20][CH:21]=1, predict the reactants needed to synthesize it. The reactants are: [CH3:1][N:2]1[CH2:7][CH2:6][NH:5][CH2:4][CH2:3]1.C(N(CC)CC)C.[Br:15][C:16]1[CH:17]=[CH:18][C:19]([C:22](Cl)=[O:23])=[N:20][CH:21]=1.